Dataset: Forward reaction prediction with 1.9M reactions from USPTO patents (1976-2016). Task: Predict the product of the given reaction. Given the reactants Cl.Cl.[NH2:3][C@@H:4]([CH:20]1[CH2:25][CH2:24][CH2:23][CH2:22][CH2:21]1)[C:5]([N:7]1[C@H:12]([C:13]([O:15][CH3:16])=[O:14])[CH2:11][N:10]2[CH2:17][CH2:18][CH2:19][C@@H:9]2[CH2:8]1)=[O:6].[C:26]([O:30][C:31]([N:33]([CH2:39][CH3:40])[C@H:34]([C:36](O)=[O:37])[CH3:35])=[O:32])([CH3:29])([CH3:28])[CH3:27].C(N(C(C)C)C(C)C)C.F[P-](F)(F)(F)(F)F.N1(OC(N(C)C)=[N+](C)C)C2N=CC=CC=2N=N1, predict the reaction product. The product is: [C:26]([O:30][C:31]([N:33]([CH2:39][CH3:40])[C@H:34]([C:36]([NH:3][C@@H:4]([CH:20]1[CH2:25][CH2:24][CH2:23][CH2:22][CH2:21]1)[C:5]([N:7]1[C@H:12]([C:13]([O:15][CH3:16])=[O:14])[CH2:11][N:10]2[CH2:17][CH2:18][CH2:19][C@@H:9]2[CH2:8]1)=[O:6])=[O:37])[CH3:35])=[O:32])([CH3:27])([CH3:29])[CH3:28].